Dataset: Full USPTO retrosynthesis dataset with 1.9M reactions from patents (1976-2016). Task: Predict the reactants needed to synthesize the given product. Given the product [C:16](=[O:19])([S:18][CH2:3][C:4]1[CH:9]=[CH:8][N:7]=[CH:6][CH:5]=1)[CH3:17], predict the reactants needed to synthesize it. The reactants are: Cl.Cl[CH2:3][C:4]1[CH:9]=[CH:8][N:7]=[CH:6][CH:5]=1.C([O-])([O-])=O.[K+].[K+].[C:16]([O-:19])(=[S:18])[CH3:17].[K+].